This data is from Full USPTO retrosynthesis dataset with 1.9M reactions from patents (1976-2016). The task is: Predict the reactants needed to synthesize the given product. (1) The reactants are: C(N(CC)CC)C.[C:8]([C@H:11]1[N:21]2[C@@H:15]([S:16][CH2:17][CH2:18][C@H:19]([NH:23][C:24](=[O:30])[O:25][C:26]([CH3:29])([CH3:28])[CH3:27])[C:20]2=[O:22])[CH2:14][CH2:13][CH2:12]1)(=O)[NH2:9].C(OC(C(F)(F)F)=O)(C(F)(F)F)=O. Given the product [C:8]([C@H:11]1[N:21]2[C@@H:15]([S:16][CH2:17][CH2:18][C@H:19]([NH:23][C:24](=[O:30])[O:25][C:26]([CH3:28])([CH3:27])[CH3:29])[C:20]2=[O:22])[CH2:14][CH2:13][CH2:12]1)#[N:9], predict the reactants needed to synthesize it. (2) Given the product [C:1]1([C:6]2[O:8][C:9]3[C:14](=[C:13]([C:16]#[N:17])[C:12]([CH3:18])=[C:11]([C:19]4[CH:24]=[CH:23][CH:22]=[CH:21][CH:20]=4)[C:10]=3[F:25])[N:15]=2)[CH2:5][CH2:4][CH2:3][CH:2]=1, predict the reactants needed to synthesize it. The reactants are: [C:1]1([C:6]([O:8][C:9]2[C:10]([F:25])=[C:11]([C:19]3[CH:24]=[CH:23][CH:22]=[CH:21][CH:20]=3)[C:12]([CH3:18])=[C:13]([C:16]#[N:17])[C:14]=2[NH2:15])=O)[CH2:5][CH2:4][CH2:3][CH:2]=1.C1(C)C=CC(S([O-])(=O)=O)=CC=1.[NH+]1C=CC=CC=1. (3) Given the product [F:24][C:4]([F:3])([F:23])[C:5]1[CH:6]=[C:7]([C@H:15]2[O:20][C:19](=[O:21])[N:18]([CH2:33][C:27]3[C:26]([Br:25])=[CH:31][CH:30]=[C:29]([Cl:32])[N:28]=3)[C@@H:17]([CH3:22])[CH2:16]2)[CH:8]=[C:9]([C:11]([F:12])([F:13])[F:14])[CH:10]=1, predict the reactants needed to synthesize it. The reactants are: [H-].[Na+].[F:3][C:4]([F:24])([F:23])[C:5]1[CH:6]=[C:7]([C@H:15]2[O:20][C:19](=[O:21])[NH:18][C@@H:17]([CH3:22])[CH2:16]2)[CH:8]=[C:9]([C:11]([F:14])([F:13])[F:12])[CH:10]=1.[Br:25][C:26]1[C:27]([CH2:33]Br)=[N:28][C:29]([Cl:32])=[CH:30][CH:31]=1. (4) Given the product [CH3:23][O:22][C:20]([NH:1][C:2]1[CH:3]=[C:4]([C@H:16]([OH:19])[CH2:17][Br:18])[CH:5]=[CH:6][C:7]=1[O:8][CH2:9][C:10]1[CH:15]=[CH:14][CH:13]=[CH:12][CH:11]=1)=[O:21], predict the reactants needed to synthesize it. The reactants are: [NH2:1][C:2]1[CH:3]=[C:4]([C@H:16]([OH:19])[CH2:17][Br:18])[CH:5]=[CH:6][C:7]=1[O:8][CH2:9][C:10]1[CH:15]=[CH:14][CH:13]=[CH:12][CH:11]=1.[C:20](O[C:20]([O:22][CH3:23])=[O:21])([O:22][CH3:23])=[O:21]. (5) Given the product [Br:1][C:2]1[N:3]=[C:4]2[N:9]([CH:10]([C:12]3[CH:17]=[CH:16][CH:15]=[CH:14][CH:13]=3)[CH3:11])[C:23](=[O:24])[NH:8][C:5]2=[N:6][CH:7]=1, predict the reactants needed to synthesize it. The reactants are: [Br:1][C:2]1[N:3]=[C:4]([NH:9][CH:10]([C:12]2[CH:17]=[CH:16][CH:15]=[CH:14][CH:13]=2)[CH3:11])[C:5]([NH2:8])=[N:6][CH:7]=1.N1([C:23](N2C=CN=C2)=[O:24])C=CN=C1. (6) Given the product [C:13]([C:12]1[CH:11]=[CH:10][C:9]([C:7]2[C:6]3[CH:17]=[CH:18][CH:19]=[CH:20][C:5]=3[C:4]3[C:21]([CH3:24])=[N:22][O:23][C:3]=3[CH:2]([NH:1][C:25](=[O:29])[CH:26]([CH3:28])[CH3:27])[N:8]=2)=[CH:16][CH:15]=1)#[N:14], predict the reactants needed to synthesize it. The reactants are: [NH2:1][CH:2]1[N:8]=[C:7]([C:9]2[CH:16]=[CH:15][C:12]([C:13]#[N:14])=[CH:11][CH:10]=2)[C:6]2[CH:17]=[CH:18][CH:19]=[CH:20][C:5]=2[C:4]2[C:21]([CH3:24])=[N:22][O:23][C:3]1=2.[C:25](Cl)(=[O:29])[CH:26]([CH3:28])[CH3:27].C(N(CC)CC)C.